This data is from Forward reaction prediction with 1.9M reactions from USPTO patents (1976-2016). The task is: Predict the product of the given reaction. (1) Given the reactants [Br:1][C:2]1[CH:3]=[C:4]([C:9](OC)=[O:10])[CH:5]=[N:6][C:7]=1[CH3:8].CC(C[AlH]CC(C)C)C.C(C(C(C([O-])=O)O)O)([O-])=O, predict the reaction product. The product is: [Br:1][C:2]1[CH:3]=[C:4]([CH2:9][OH:10])[CH:5]=[N:6][C:7]=1[CH3:8]. (2) Given the reactants [O:1]=[C:2]1[C:7]([CH2:8][C:9]2[CH:14]=[CH:13][C:12]([C:15]3[C:16]([C:21]#[N:22])=[CH:17][CH:18]=[CH:19][CH:20]=3)=[CH:11][CH:10]=2)=[C:6]([CH2:23][CH2:24][CH3:25])[N:5]2[N:26]=[CH:27][N:28]=[C:4]2[N:3]1[CH:29]1[CH2:34][CH2:33][C:32](=[O:35])[CH2:31][CH2:30]1.O[CH2:37][C:38]1([CH:42]([OH:44])[CH3:43])[CH2:41][CH2:40][CH2:39]1.O.C1(C)C=CC(S(O)(=O)=O)=CC=1.C1(C)C=CC=CC=1, predict the reaction product. The product is: [CH3:43][CH:42]1[O:44][C:32]2([CH2:31][CH2:30][CH:29]([N:3]3[C:2](=[O:1])[C:7]([CH2:8][C:9]4[CH:10]=[CH:11][C:12]([C:15]5[C:16]([C:21]#[N:22])=[CH:17][CH:18]=[CH:19][CH:20]=5)=[CH:13][CH:14]=4)=[C:6]([CH2:23][CH2:24][CH3:25])[N:5]4[N:26]=[CH:27][N:28]=[C:4]34)[CH2:34][CH2:33]2)[O:35][CH2:37][C:38]21[CH2:41][CH2:40][CH2:39]2. (3) Given the reactants [CH2:1]([Si:3]([CH2:48][CH3:49])([CH2:46][CH3:47])[O:4][C@@H:5]1[CH2:9][C@H:8]([OH:10])[C@H:7]([CH2:11]/[CH:12]=[CH:13]\[CH2:14][CH2:15][CH2:16][C:17]([O:19]C(C)C)=[O:18])[C@H:6]1/[CH:23]=[CH:24]/[C@@H:25]([O:38][Si:39]([CH2:44][CH3:45])([CH2:42][CH3:43])[CH2:40][CH3:41])[CH2:26][O:27][C:28]1[CH:33]=[CH:32][CH:31]=[C:30]([C:34]([F:37])([F:36])[F:35])[CH:29]=1)[CH3:2], predict the reaction product. The product is: [F:37][C:34]([F:35])([F:36])[C:30]1[CH:29]=[C:28]([CH:33]=[CH:32][CH:31]=1)[O:27][CH2:26][C@H:25]([O:38][Si:39]([CH2:40][CH3:41])([CH2:42][CH3:43])[CH2:44][CH3:45])/[CH:24]=[CH:23]/[C@H:6]1[C@H:5]([O:4][Si:3]([CH2:1][CH3:2])([CH2:48][CH3:49])[CH2:46][CH3:47])[CH2:9][C@H:8]([OH:10])[C@@H:7]1[CH2:11]/[CH:12]=[CH:13]\[CH2:14][CH2:15][CH2:16][C:17]([OH:19])=[O:18].